Dataset: Reaction yield outcomes from USPTO patents with 853,638 reactions. Task: Predict the reaction yield, written as a fraction of the theoretical maximum amount of product (1.0 means a 100% yield; for example, 0.34 means a 34% yield). (1) The reactants are Br[C:2]1[CH:15]=[CH:14][C:5]([O:6][CH:7]2[CH2:12][CH2:11][CH:10]([OH:13])[CH2:9][CH2:8]2)=[CH:4][CH:3]=1.[B:16]1([B:16]2[O:20][C:19]([CH3:22])([CH3:21])[C:18]([CH3:24])([CH3:23])[O:17]2)[O:20][C:19]([CH3:22])([CH3:21])[C:18]([CH3:24])([CH3:23])[O:17]1.C([O-])(=O)C.[K+]. The catalyst is O1CCOCC1.C(OCC)(=O)C.[Pd].C1C=CC(P(C2C=CC=CC=2)[C-]2C=CC=C2)=CC=1.C1C=CC(P(C2C=CC=CC=2)[C-]2C=CC=C2)=CC=1.[Fe+2]. The product is [CH3:23][C:18]1([CH3:24])[C:19]([CH3:22])([CH3:21])[O:20][B:16]([C:2]2[CH:15]=[CH:14][C:5]([O:6][CH:7]3[CH2:12][CH2:11][CH:10]([OH:13])[CH2:9][CH2:8]3)=[CH:4][CH:3]=2)[O:17]1. The yield is 0.990. (2) The reactants are [S:1]([O:8]S(C(F)(F)F)(=O)=O)([C:4]([F:7])([F:6])[F:5])(=[O:3])=[O:2].O[C:17]1[CH:25]=[CH:24][CH:23]=[C:22]2[C:18]=1[CH2:19][CH2:20][C:21]2=[O:26].CCN(CC)CC. The catalyst is C(Cl)Cl. The product is [F:5][C:4]([F:7])([F:6])[S:1]([O:8][C:17]1[CH:25]=[CH:24][CH:23]=[C:22]2[C:18]=1[CH2:19][CH2:20][C:21]2=[O:26])(=[O:3])=[O:2]. The yield is 0.670. (3) The reactants are Cl.[F:2][C:3]([F:7])([F:6])[CH2:4][NH2:5].[N:8]1[CH:13]=[CH:12][CH:11]=[C:10]([CH:14]=O)[CH:9]=1.C(N(CC)CC)C. The catalyst is C(#N)C. The product is [N:8]1[CH:13]=[CH:12][CH:11]=[C:10]([CH:14]=[N:5][CH2:4][C:3]([F:7])([F:6])[F:2])[CH:9]=1. The yield is 0.840. (4) The reactants are [N:1]1[CH:6]=[CH:5][C:4]([C:7]2[N:8]=[C:9]([SH:12])[S:10][CH:11]=2)=[CH:3][CH:2]=1.C[O-].[Na+].CO.[C:18]1([CH2:24][C:25]([NH:27][C@@H:28]2[C:56](=[O:57])[N:30]3[C:31]([C:40]([O:42][CH:43]([C:50]4[CH:55]=[CH:54][CH:53]=[CH:52][CH:51]=4)[C:44]4[CH:49]=[CH:48][CH:47]=[CH:46][CH:45]=4)=[O:41])=[C:32](OS(C)(=O)=O)[CH2:33][S:34][C@H:29]23)=[O:26])[CH:23]=[CH:22][CH:21]=[CH:20][CH:19]=1.C(O)(=O)C. The catalyst is O1CCCC1.O.CO. The product is [C:18]1([CH2:24][C:25]([NH:27][C@@H:28]2[C:56](=[O:57])[N:30]3[C:31]([C:40]([O:42][CH:43]([C:44]4[CH:45]=[CH:46][CH:47]=[CH:48][CH:49]=4)[C:50]4[CH:51]=[CH:52][CH:53]=[CH:54][CH:55]=4)=[O:41])=[C:32]([S:12][C:9]4[S:10][CH:11]=[C:7]([C:4]5[CH:3]=[CH:2][N:1]=[CH:6][CH:5]=5)[N:8]=4)[CH2:33][S:34][C@H:29]23)=[O:26])[CH:23]=[CH:22][CH:21]=[CH:20][CH:19]=1. The yield is 0.760. (5) The reactants are [H-].[Al+3].[Li+].[H-].[H-].[H-].[CH3:7][C:8]1[CH:18]=[CH:17][C:11]([C:12](OCC)=[O:13])=[CH:10][C:9]=1[O:19][C:20]([F:25])([F:24])[CH:21]([F:23])[F:22].[OH-].[Na+]. The catalyst is O1CCCC1. The product is [CH3:7][C:8]1[CH:18]=[CH:17][C:11]([CH2:12][OH:13])=[CH:10][C:9]=1[O:19][C:20]([F:24])([F:25])[CH:21]([F:23])[F:22]. The yield is 1.00. (6) The reactants are [CH3:1][N:2]1[C@@H:18]2[CH2:19][C:7]3[CH:8]=[CH:9][C:10]([O:22][CH3:23])=[C:11]4[O:12][C@H:13]5[C:14]([O:20][CH3:21])=[CH:15][CH:16]=[C:17]2[C@:5]5([C:6]=34)[CH2:4][CH2:3]1.C(CN)O.O. The catalyst is COCC(O)CC. The product is [CH3:1][N:2]1[C@@H:18]2[CH2:19][C:7]3[CH:8]=[CH:9][C:10]([O:22][CH3:23])=[C:11]4[O:12][C@H:13]5[C:14]([O:20][CH3:21])=[CH:15][CH2:16][C@@H:17]2[C@:5]5([C:6]=34)[CH2:4][CH2:3]1. The yield is 0.960.